This data is from Caco-2 cell permeability data measuring drug intestinal absorption for ~900 compounds. The task is: Regression/Classification. Given a drug SMILES string, predict its absorption, distribution, metabolism, or excretion properties. Task type varies by dataset: regression for continuous measurements (e.g., permeability, clearance, half-life) or binary classification for categorical outcomes (e.g., BBB penetration, CYP inhibition). For this dataset (caco2_wang), we predict Y. (1) The drug is CCCCCCC(N)C(=O)N[C@@H](Cc1ccc(O)cc1)C(=O)N1CCC[C@@H]1C(=O)N[C@@H](Cc1c[nH]c2ccccc12)C(=O)N[C@@H](Cc1ccccc1)C(N)=O. The Y is -5.45 log Papp (cm/s). (2) The molecule is CCC(C)C(N)C(=O)OC[C@@H]1O[C@H](n2cc(F)c(=O)[nH]c2=O)C[C@H]1O. The Y is -5.59 log Papp (cm/s). (3) The drug is FC(F)(F)c1ccc(N2CCNCC2)nc1Cl. The Y is -4.60 log Papp (cm/s). (4) The drug is Cn1c(N)nc2ncc(-c3ccccc3)cc21. The Y is -4.82 log Papp (cm/s). (5) The molecule is CC(C)(C)NCC(O)COc1cccc2c1CC(O)C(O)C2. The Y is -5.41 log Papp (cm/s).